Predict the reactants needed to synthesize the given product. From a dataset of Full USPTO retrosynthesis dataset with 1.9M reactions from patents (1976-2016). (1) Given the product [F:29][C:27]([F:28])([F:30])[C:23]1[CH:22]=[C:21]([C:20]#[C:19][CH2:18][CH2:17][CH2:16][O:15][C:12]2[CH:13]=[C:14]3[C:9]([CH:8]=[CH:7][N:6]3[CH2:5][C:4]([OH:31])=[O:3])=[CH:10][CH:11]=2)[CH:26]=[CH:25][CH:24]=1, predict the reactants needed to synthesize it. The reactants are: C([O:3][C:4](=[O:31])[CH2:5][N:6]1[C:14]2[C:9](=[CH:10][CH:11]=[C:12]([O:15][CH2:16][CH2:17][CH2:18][C:19]#[C:20][C:21]3[CH:26]=[CH:25][CH:24]=[C:23]([C:27]([F:30])([F:29])[F:28])[CH:22]=3)[CH:13]=2)[CH:8]=[CH:7]1)C.[Li+].[OH-]. (2) Given the product [S:17]1[CH:21]=[CH:20][CH:19]=[C:18]1[CH2:22][CH2:23][NH:24][C:12]([CH:9]1[CH2:10][CH2:11][N:7]([C:1]2[CH:2]=[CH:3][CH:4]=[CH:5][CH:6]=2)[C:8]1=[O:15])=[O:14], predict the reactants needed to synthesize it. The reactants are: [C:1]1([N:7]2[CH2:11][CH2:10][CH:9]([C:12]([OH:14])=O)[C:8]2=[O:15])[CH:6]=[CH:5][CH:4]=[CH:3][CH:2]=1.Cl.[S:17]1[CH:21]=[CH:20][CH:19]=[C:18]1[CH2:22][CH2:23][NH2:24].OC1C2N=NNC=2C=CC=1.C(N(CC)CC)C. (3) Given the product [Cl:1][C:2]1[CH:3]=[C:4]([C@H:9]([NH:11][C:26]([N:46]2[CH2:47][CH2:48][C:42]3[CH:41]=[N:40][C:39]([NH:38][CH:35]([CH2:36][OH:37])[C:34]([F:33])([F:49])[F:50])=[N:44][C:43]=3[CH2:45]2)=[O:27])[CH3:10])[CH:5]=[CH:6][C:7]=1[Cl:8], predict the reactants needed to synthesize it. The reactants are: [Cl:1][C:2]1[CH:3]=[C:4]([C@H:9]([NH2:11])[CH3:10])[CH:5]=[CH:6][C:7]=1[Cl:8].CCN(C(C)C)C(C)C.C1N=CN([C:26](N2C=NC=C2)=[O:27])C=1.[F:33][C:34]([F:50])([F:49])[CH:35]([NH:38][C:39]1[N:40]=[CH:41][C:42]2[CH2:48][CH2:47][NH:46][CH2:45][C:43]=2[N:44]=1)[CH2:36][OH:37]. (4) Given the product [CH2:52]([N:51]([CH2:50][CH:49]([O:48][CH3:47])[O:56][CH3:57])[C:32](=[O:33])[CH2:31][CH2:30][O:29][CH2:28][CH2:27][C:26]1[CH:35]=[CH:36][CH:37]=[C:24]([CH2:23][CH2:22][N:19]2[CH2:20][CH2:21][C:15]3([O:14][CH2:13][CH2:12][N:11]([C:9]([C:7]4[N:8]=[C:4]([CH:1]([CH3:2])[CH3:3])[S:5][CH:6]=4)=[O:10])[CH2:16]3)[CH2:17][CH2:18]2)[CH:25]=1)[CH2:53][CH2:54][CH3:55], predict the reactants needed to synthesize it. The reactants are: [CH:1]([C:4]1[S:5][CH:6]=[C:7]([C:9]([N:11]2[CH2:16][C:15]3([CH2:21][CH2:20][N:19]([CH2:22][CH2:23][C:24]4[CH:25]=[C:26]([CH:35]=[CH:36][CH:37]=4)[CH2:27][CH2:28][O:29][CH2:30][CH2:31][C:32](O)=[O:33])[CH2:18][CH2:17]3)[O:14][CH2:13][CH2:12]2)=[O:10])[N:8]=1)([CH3:3])[CH3:2].CCN(C(C)C)C(C)C.[CH3:47][O:48][CH:49]([O:56][CH3:57])[CH2:50][NH:51][CH2:52][CH2:53][CH2:54][CH3:55].CN(C(ON1N=NC2C=CC=NC1=2)=[N+](C)C)C.F[P-](F)(F)(F)(F)F. (5) Given the product [C:32]([C:2]1[CH:3]=[C:4]([CH:24]=[CH:25][C:26]=1[CH3:27])[C:5]([NH:7][C:8]1[CH:13]=[C:12]([C:14]([F:15])([F:16])[F:17])[CH:11]=[C:10]([N:18]2[CH:22]=[C:21]([CH3:23])[N:20]=[CH:19]2)[CH:9]=1)=[O:6])#[CH:33], predict the reactants needed to synthesize it. The reactants are: I[C:2]1[CH:3]=[C:4]([CH:24]=[CH:25][C:26]=1[CH3:27])[C:5]([NH:7][C:8]1[CH:13]=[C:12]([C:14]([F:17])([F:16])[F:15])[CH:11]=[C:10]([N:18]2[CH:22]=[C:21]([CH3:23])[N:20]=[CH:19]2)[CH:9]=1)=[O:6].C[Si]([C:32]#[CH:33])(C)C.CCN(CC)CC. (6) Given the product [Cl:21][C:16]1[CH:15]=[C:14]([C:3]2([C:1]#[N:2])[CH2:4][CH2:5][C:6](=[O:13])[CH2:7][CH2:8]2)[CH:19]=[CH:18][C:17]=1[Cl:20], predict the reactants needed to synthesize it. The reactants are: [C:1]([C:3]1([C:14]2[CH:19]=[CH:18][C:17]([Cl:20])=[C:16]([Cl:21])[CH:15]=2)[CH2:8][CH:7](C(OC)=O)[C:6](=[O:13])[CH2:5][CH2:4]1)#[N:2].CS(C)=O.CCOC(C)=O.CCCCCCC.